Dataset: NCI-60 drug combinations with 297,098 pairs across 59 cell lines. Task: Regression. Given two drug SMILES strings and cell line genomic features, predict the synergy score measuring deviation from expected non-interaction effect. (1) Drug 1: CC1C(C(CC(O1)OC2CC(CC3=C2C(=C4C(=C3O)C(=O)C5=C(C4=O)C(=CC=C5)OC)O)(C(=O)CO)O)N)O.Cl. Synergy scores: CSS=19.4, Synergy_ZIP=-3.87, Synergy_Bliss=-1.09, Synergy_Loewe=-8.68, Synergy_HSA=-3.24. Drug 2: C1=CC(=CC=C1CCC2=CNC3=C2C(=O)NC(=N3)N)C(=O)NC(CCC(=O)O)C(=O)O. Cell line: IGROV1. (2) Drug 1: CN1CCC(CC1)COC2=C(C=C3C(=C2)N=CN=C3NC4=C(C=C(C=C4)Br)F)OC. Drug 2: CC1C(C(CC(O1)OC2CC(OC(C2O)C)OC3=CC4=CC5=C(C(=O)C(C(C5)C(C(=O)C(C(C)O)O)OC)OC6CC(C(C(O6)C)O)OC7CC(C(C(O7)C)O)OC8CC(C(C(O8)C)O)(C)O)C(=C4C(=C3C)O)O)O)O. Cell line: SK-OV-3. Synergy scores: CSS=19.1, Synergy_ZIP=4.49, Synergy_Bliss=10.4, Synergy_Loewe=7.69, Synergy_HSA=10.2. (3) Drug 1: CC12CCC(CC1=CCC3C2CCC4(C3CC=C4C5=CN=CC=C5)C)O. Drug 2: C#CCC(CC1=CN=C2C(=N1)C(=NC(=N2)N)N)C3=CC=C(C=C3)C(=O)NC(CCC(=O)O)C(=O)O. Cell line: SN12C. Synergy scores: CSS=6.35, Synergy_ZIP=-0.279, Synergy_Bliss=3.93, Synergy_Loewe=4.27, Synergy_HSA=4.41. (4) Drug 1: COC1=CC(=CC(=C1O)OC)C2C3C(COC3=O)C(C4=CC5=C(C=C24)OCO5)OC6C(C(C7C(O6)COC(O7)C8=CC=CS8)O)O. Drug 2: C1=CC(=CC=C1CCCC(=O)O)N(CCCl)CCCl. Cell line: SF-268. Synergy scores: CSS=53.3, Synergy_ZIP=2.42, Synergy_Bliss=2.70, Synergy_Loewe=5.34, Synergy_HSA=7.27. (5) Drug 1: CC1=C(C=C(C=C1)C(=O)NC2=CC(=CC(=C2)C(F)(F)F)N3C=C(N=C3)C)NC4=NC=CC(=N4)C5=CN=CC=C5. Drug 2: C1=NC2=C(N=C(N=C2N1C3C(C(C(O3)CO)O)F)Cl)N. Cell line: NCI-H460. Synergy scores: CSS=-1.90, Synergy_ZIP=1.26, Synergy_Bliss=0.756, Synergy_Loewe=-1.12, Synergy_HSA=-1.94. (6) Synergy scores: CSS=43.8, Synergy_ZIP=-7.75, Synergy_Bliss=-12.7, Synergy_Loewe=-9.41, Synergy_HSA=-8.29. Drug 1: CC1=C2C(C(=O)C3(C(CC4C(C3C(C(C2(C)C)(CC1OC(=O)C(C(C5=CC=CC=C5)NC(=O)C6=CC=CC=C6)O)O)OC(=O)C7=CC=CC=C7)(CO4)OC(=O)C)O)C)OC(=O)C. Cell line: OVCAR3. Drug 2: CC1C(C(CC(O1)OC2CC(CC3=C2C(=C4C(=C3O)C(=O)C5=C(C4=O)C(=CC=C5)OC)O)(C(=O)CO)O)N)O.Cl. (7) Drug 1: CCCS(=O)(=O)NC1=C(C(=C(C=C1)F)C(=O)C2=CNC3=C2C=C(C=N3)C4=CC=C(C=C4)Cl)F. Drug 2: CCN(CC)CCNC(=O)C1=C(NC(=C1C)C=C2C3=C(C=CC(=C3)F)NC2=O)C. Cell line: EKVX. Synergy scores: CSS=-2.21, Synergy_ZIP=1.11, Synergy_Bliss=-0.996, Synergy_Loewe=-3.50, Synergy_HSA=-3.14. (8) Drug 1: C1CCC(CC1)NC(=O)N(CCCl)N=O. Drug 2: CCC1=C2CN3C(=CC4=C(C3=O)COC(=O)C4(CC)O)C2=NC5=C1C=C(C=C5)O. Cell line: NCI-H226. Synergy scores: CSS=31.1, Synergy_ZIP=0.198, Synergy_Bliss=5.42, Synergy_Loewe=1.15, Synergy_HSA=8.14. (9) Drug 1: CCCS(=O)(=O)NC1=C(C(=C(C=C1)F)C(=O)C2=CNC3=C2C=C(C=N3)C4=CC=C(C=C4)Cl)F. Drug 2: N.N.Cl[Pt+2]Cl. Cell line: CCRF-CEM. Synergy scores: CSS=12.9, Synergy_ZIP=4.11, Synergy_Bliss=11.3, Synergy_Loewe=8.35, Synergy_HSA=8.89.